Dataset: Reaction yield outcomes from USPTO patents with 853,638 reactions. Task: Predict the reaction yield, written as a fraction of the theoretical maximum amount of product (1.0 means a 100% yield; for example, 0.34 means a 34% yield). (1) The product is [CH2:1]([N:4]([CH2:25][CH:26]=[CH2:27])[S:5]([C:8]1[CH:9]=[N:10][CH:11]=[CH:12][C:13]=1[NH:14][S:15]([C:18]1[CH:23]=[CH:22][CH:21]=[C:20]([C:31]2[CH:32]=[N:33][C:34]([O:35][CH3:36])=[C:29]([Cl:28])[CH:30]=2)[CH:19]=1)(=[O:17])=[O:16])(=[O:7])=[O:6])[CH:2]=[CH2:3]. The yield is 0.580. The catalyst is Cl[Pd]Cl.C1(P(C2C=CC=CC=2)[C-]2C=CC=C2)C=CC=CC=1.[C-]1(P(C2C=CC=CC=2)C2C=CC=CC=2)C=CC=C1.[Fe+2].O. The reactants are [CH2:1]([N:4]([CH2:25][CH:26]=[CH2:27])[S:5]([C:8]1[CH:9]=[N:10][CH:11]=[CH:12][C:13]=1[NH:14][S:15]([C:18]1[CH:23]=[CH:22][CH:21]=[C:20](Br)[CH:19]=1)(=[O:17])=[O:16])(=[O:7])=[O:6])[CH:2]=[CH2:3].[Cl:28][C:29]1[CH:30]=[C:31](B(O)O)[CH:32]=[N:33][C:34]=1[O:35][CH3:36].C(=O)([O-])[O-].[Cs+].[Cs+].COCCOC. (2) The reactants are [Cl:1][C:2]1[CH:3]=[C:4]2[C:12](=[C:13]([N+:15]([O-])=O)[CH:14]=1)[NH:11][C:10]1[CH:9]=[N:8][CH:7]=[C:6]([NH:18][C:19](=[O:24])[C:20]([F:23])([F:22])[F:21])[C:5]2=1. The catalyst is CO. The product is [NH2:15][C:13]1[CH:14]=[C:2]([Cl:1])[CH:3]=[C:4]2[C:12]=1[NH:11][C:10]1[CH:9]=[N:8][CH:7]=[C:6]([NH:18][C:19](=[O:24])[C:20]([F:23])([F:22])[F:21])[C:5]2=1. The yield is 0.950. (3) The reactants are Cl.C(OC(=O)[NH:8][CH2:9][CH2:10][N:11]1[CH:15]=[C:14]([NH:16][C:17]([NH:19][C:20]2[CH:25]=[CH:24][CH:23]=[C:22]([C:26]([F:29])([F:28])[F:27])[CH:21]=2)=[O:18])[N:13]=[C:12]1[CH3:30])(C)(C)C. The catalyst is ClCCl. The product is [NH2:8][CH2:9][CH2:10][N:11]1[CH:15]=[C:14]([NH:16][C:17]([NH:19][C:20]2[CH:25]=[CH:24][CH:23]=[C:22]([C:26]([F:29])([F:28])[F:27])[CH:21]=2)=[O:18])[N:13]=[C:12]1[CH3:30]. The yield is 1.00. (4) The reactants are [CH:1]([C:3]1[CH:4]=[N:5][N:6]([CH3:19])[C:7]=1[C:8]1[CH:9]=[C:10]([C:15]([O:17][CH3:18])=[O:16])[S:11][C:12]=1[CH2:13][CH3:14])=[CH2:2]. The catalyst is CO.[Pd]. The product is [CH2:13]([C:12]1[S:11][C:10]([C:15]([O:17][CH3:18])=[O:16])=[CH:9][C:8]=1[C:7]1[N:6]([CH3:19])[N:5]=[CH:4][C:3]=1[CH2:1][CH3:2])[CH3:14]. The yield is 0.950. (5) The reactants are [CH3:1][O:2][CH2:3][CH:4]([N:6]1[CH2:11][CH2:10][N:9]2[N:12]=[C:13]([N+:15]([O-])=O)[CH:14]=[C:8]2[CH2:7]1)[CH3:5].[H][H]. The product is [CH3:1][O:2][CH2:3][CH:4]([N:6]1[CH2:11][CH2:10][N:9]2[N:12]=[C:13]([NH2:15])[CH:14]=[C:8]2[CH2:7]1)[CH3:5]. The catalyst is CCO.[Pd]. The yield is 0.890. (6) The reactants are [Cl:1][C:2]1[CH:3]=[C:4]([CH:10]=[C:11]([F:14])[C:12]=1[CH3:13])[C:5]([O:7][CH2:8][CH3:9])=[O:6].C1C(=O)N([Br:22])C(=O)C1.CC(N=NC(C#N)(C)C)(C#N)C. The catalyst is C(Cl)(Cl)(Cl)Cl.O. The product is [Br:22][CH2:13][C:12]1[C:11]([F:14])=[CH:10][C:4]([C:5]([O:7][CH2:8][CH3:9])=[O:6])=[CH:3][C:2]=1[Cl:1]. The yield is 0.490.